This data is from Full USPTO retrosynthesis dataset with 1.9M reactions from patents (1976-2016). The task is: Predict the reactants needed to synthesize the given product. Given the product [Br:13][C:14]1[CH:19]=[C:18]([F:20])[C:17]([CH:25]=[O:26])=[C:16]([F:21])[CH:15]=1, predict the reactants needed to synthesize it. The reactants are: [Li]CCCC.N(C(C)C)C(C)C.[Br:13][C:14]1[CH:19]=[C:18]([F:20])[CH:17]=[C:16]([F:21])[CH:15]=1.CN([CH:25]=[O:26])C.